This data is from Forward reaction prediction with 1.9M reactions from USPTO patents (1976-2016). The task is: Predict the product of the given reaction. (1) Given the reactants Cl[C:2]1[N:7]=[CH:6][N:5]=[C:4]([O:8][C:9]2[CH:14]=[CH:13][C:12]([NH:15][C:16]([NH:18][C:19]3[CH:24]=[CH:23][CH:22]=[CH:21][CH:20]=3)=[O:17])=[CH:11][CH:10]=2)[CH:3]=1.[F:25][C:26]1[CH:27]=[C:28]([CH:30]=[CH:31][CH:32]=1)[NH2:29].O, predict the reaction product. The product is: [F:25][C:26]1[CH:27]=[C:28]([NH:29][C:2]2[N:7]=[CH:6][N:5]=[C:4]([O:8][C:9]3[CH:14]=[CH:13][C:12]([NH:15][C:16]([NH:18][C:19]4[CH:24]=[CH:23][CH:22]=[CH:21][CH:20]=4)=[O:17])=[CH:11][CH:10]=3)[CH:3]=2)[CH:30]=[CH:31][CH:32]=1. (2) Given the reactants [C:1]([OH:9])(=[O:8])[C@@H:2]([CH2:4][C:5]([OH:7])=[O:6])[OH:3].CO[C:12](OC)([CH3:14])[CH3:13], predict the reaction product. The product is: [CH3:13][C:12]1([CH3:14])[O:3][C@H:2]([CH2:4][C:5]([OH:7])=[O:6])[C:1](=[O:9])[O:8]1. (3) Given the reactants C(OC([NH:8][C:9]([CH3:39])([CH3:38])[C:10]([N:12]1[C:20]2[C:15](=[CH:16][C:17]([O:21][CH2:22][C:23]3[S:24][C:25]([C:34]([F:37])([F:36])[F:35])=[C:26]([C:28]4[CH:33]=[CH:32][CH:31]=[CH:30][CH:29]=4)[CH:27]=3)=[CH:18][CH:19]=2)[CH2:14][CH2:13]1)=[O:11])=O)(C)(C)C, predict the reaction product. The product is: [NH2:8][C:9]([CH3:39])([CH3:38])[C:10]([N:12]1[C:20]2[C:15](=[CH:16][C:17]([O:21][CH2:22][C:23]3[S:24][C:25]([C:34]([F:36])([F:37])[F:35])=[C:26]([C:28]4[CH:29]=[CH:30][CH:31]=[CH:32][CH:33]=4)[CH:27]=3)=[CH:18][CH:19]=2)[CH2:14][CH2:13]1)=[O:11]. (4) Given the reactants [CH:1]1[C:13]2[NH:12][C:11]3[C:6](=[CH:7][CH:8]=[CH:9][CH:10]=3)[C:5]=2[CH:4]=[CH:3][CH:2]=1.[Br:14][C:15]1[CH:20]=[CH:19][CH:18]=[C:17](Br)[CH:16]=1.C([O-])([O-])=O.[K+].[K+], predict the reaction product. The product is: [Br:14][C:15]1[CH:16]=[C:17]([N:12]2[C:11]3[CH:10]=[CH:9][CH:8]=[CH:7][C:6]=3[C:5]3[C:13]2=[CH:1][CH:2]=[CH:3][CH:4]=3)[CH:18]=[CH:19][CH:20]=1. (5) Given the reactants [C:1]([C:5]1[CH:13]=[C:12]([CH3:14])[CH:11]=[C:7]([C:8]([OH:10])=O)[C:6]=1[OH:15])([CH3:4])([CH3:3])[CH3:2].[Cl:16][C:17]1[CH:23]=[C:22]([N+:24]([O-:26])=[O:25])[CH:21]=[CH:20][C:18]=1[NH2:19], predict the reaction product. The product is: [C:1]([C:5]1[C:6]([OH:15])=[C:7]([CH:11]=[C:12]([CH3:14])[CH:13]=1)[C:8]([NH:19][C:18]1[CH:20]=[CH:21][C:22]([N+:24]([O-:26])=[O:25])=[CH:23][C:17]=1[Cl:16])=[O:10])([CH3:2])([CH3:3])[CH3:4]. (6) Given the reactants CC[C@H]1[C@H]2C[C@H]([C@H](OC3[C:34]4[C:29](=C[CH:31]=[CH:32][CH:33]=4)[C:28]([O:35][C@H](C4C=CN=C5C=4C=C(OC)C=C5)[C@@H]4N5C[C@H](CC)[C@@H](CC5)C4)=[N:27]N=3)C3C=CN=C4C=3C=C(OC)C=C4)N(CC2)C1.CS(N)(=O)=O.[Cl:64][C:65]1[CH:70]=[CH:69][C:68]([C:71]2[C:76]([CH3:78])([CH3:77])[CH2:75][N:74]([C:79]([O:81]C(C)(C)C)=O)[CH2:73][CH:72]=2)=[CH:67][CH:66]=1.S([O-])([O-])=[O:87].[Na+].[Na+].[C:92](O)([CH3:95])([CH3:94])[CH3:93].[OH2:97], predict the reaction product. The product is: [Cl:64][C:65]1[CH:66]=[CH:67][C:68]([C@:71]2([OH:87])[C@@H:72]([OH:97])[CH2:73][N:74]([C:79](=[O:81])[C@H:93]([NH:27][C:28]([CH:29]3[CH2:34][CH2:33][CH2:32][CH2:31]3)=[O:35])[CH:92]([CH3:95])[CH3:94])[CH2:75][C:76]2([CH3:77])[CH3:78])=[CH:69][CH:70]=1. (7) Given the reactants [NH:1]1[C:9]2[CH:8]=[CH:7][N:6]=[CH:5][C:4]=2[C:3]([NH2:10])=[N:2]1.CC1(C)OC(=O)[CH:15]([C:19]([CH:21]2[CH2:26][CH2:25][N:24]([C:27]([O:29][C:30]([CH3:33])([CH3:32])[CH3:31])=[O:28])[CH2:23][CH2:22]2)=O)[C:14](=O)[O:13]1, predict the reaction product. The product is: [O:13]=[C:14]1[CH:15]=[C:19]([CH:21]2[CH2:26][CH2:25][N:24]([C:27]([O:29][C:30]([CH3:33])([CH3:32])[CH3:31])=[O:28])[CH2:23][CH2:22]2)[N:2]2[N:1]=[C:9]3[CH:8]=[CH:7][N:6]=[CH:5][C:4]3=[C:3]2[NH:10]1.